Dataset: Catalyst prediction with 721,799 reactions and 888 catalyst types from USPTO. Task: Predict which catalyst facilitates the given reaction. (1) Reactant: FC(F)(F)C(O)=O.[CH3:8][N:9]1[CH2:13][CH2:12][C@@:11]([NH:34]C(=O)OC(C)(C)C)([CH2:14][C:15]#[C:16][C:17]2[N:22]=[C:21]([CH3:23])[CH:20]=[C:19]([C:24]3[CH:29]=[CH:28][C:27]([C:30]([F:33])([F:32])[F:31])=[CH:26][CH:25]=3)[N:18]=2)[C:10]1=[O:42]. Product: [NH2:34][C@@:11]1([CH2:14][C:15]#[C:16][C:17]2[N:22]=[C:21]([CH3:23])[CH:20]=[C:19]([C:24]3[CH:25]=[CH:26][C:27]([C:30]([F:33])([F:32])[F:31])=[CH:28][CH:29]=3)[N:18]=2)[CH2:12][CH2:13][N:9]([CH3:8])[C:10]1=[O:42]. The catalyst class is: 2. (2) Reactant: [NH:1]1[C:5]2=[N:6][CH:7]=[C:8]([O:10][C:11]3[CH:44]=[C:43]([N:45]4[CH2:50][CH2:49][N:48]([CH2:51][C:52]5[CH2:57][CH2:56][C:55]([CH3:59])([CH3:58])[CH2:54][C:53]=5[C:60]5[CH:65]=[CH:64][C:63]([Cl:66])=[CH:62][CH:61]=5)[CH2:47][CH2:46]4)[CH:42]=[CH:41][C:12]=3[C:13]([NH:15][S:16]([C:19]3[CH:24]=[CH:23][C:22]([NH:25][CH2:26][CH:27]4[CH2:30][N:29](C(OC(C)(C)C)=O)[CH2:28]4)=[C:21]([N+:38]([O-:40])=[O:39])[CH:20]=3)(=[O:18])=[O:17])=[O:14])[CH:9]=[C:4]2[CH:3]=[CH:2]1.FC(F)(F)C(O)=O. Product: [NH:1]1[C:5]2=[N:6][CH:7]=[C:8]([O:10][C:11]3[CH:44]=[C:43]([N:45]4[CH2:50][CH2:49][N:48]([CH2:51][C:52]5[CH2:57][CH2:56][C:55]([CH3:59])([CH3:58])[CH2:54][C:53]=5[C:60]5[CH:61]=[CH:62][C:63]([Cl:66])=[CH:64][CH:65]=5)[CH2:47][CH2:46]4)[CH:42]=[CH:41][C:12]=3[C:13]([NH:15][S:16]([C:19]3[CH:24]=[CH:23][C:22]([NH:25][CH2:26][CH:27]4[CH2:30][NH:29][CH2:28]4)=[C:21]([N+:38]([O-:40])=[O:39])[CH:20]=3)(=[O:18])=[O:17])=[O:14])[CH:9]=[C:4]2[CH:3]=[CH:2]1. The catalyst class is: 4. (3) Reactant: [Br:1][C:2]1[CH:3]=[C:4]([CH2:8][CH:9]([NH2:11])[CH3:10])[CH:5]=[CH:6][CH:7]=1.[CH:12](OCC)=[O:13]. Product: [Br:1][C:2]1[CH:3]=[C:4]([CH2:8][CH:9]([NH:11][CH:12]=[O:13])[CH3:10])[CH:5]=[CH:6][CH:7]=1. The catalyst class is: 12. (4) Reactant: [H-].[H-].[H-].[H-].[Li+].[Al+3].[C:7]1([C:13]2[O:17][N:16]=[C:15]([C:18](O)=[O:19])[CH:14]=2)[CH:12]=[CH:11][CH:10]=[CH:9][CH:8]=1.C(OCC)(=O)C.S([O-])([O-])(=O)=O.[Na+].[Na+]. Product: [C:7]1([C:13]2[O:17][N:16]=[C:15]([CH2:18][OH:19])[CH:14]=2)[CH:8]=[CH:9][CH:10]=[CH:11][CH:12]=1. The catalyst class is: 1. (5) Reactant: Br[CH2:2][C:3]1[C:11]2[C:6](=[CH:7][CH:8]=[C:9]([C:12]([F:15])([F:14])[F:13])[CH:10]=2)[N:5](C(OC(C)(C)C)=O)[N:4]=1.O.[C-:24]#[N:25].[K+]. Product: [F:15][C:12]([F:13])([F:14])[C:9]1[CH:10]=[C:11]2[C:6](=[CH:7][CH:8]=1)[NH:5][N:4]=[C:3]2[CH2:2][C:24]#[N:25]. The catalyst class is: 14. (6) Reactant: [C:1]([O:5][C:6]([NH:8][C:9]1[C:10]([CH3:21])=[N:11][C:12]([O:16][CH2:17][C:18]([OH:20])=O)=[N:13][C:14]=1[CH3:15])=[O:7])([CH3:4])([CH3:3])[CH3:2].[CH2:22]([N:29]1[CH2:34][CH2:33][CH:32]([NH:35][CH3:36])[CH2:31][CH2:30]1)[C:23]1[CH:28]=[CH:27][CH:26]=[CH:25][CH:24]=1.C(N(CC)CC)C. Product: [CH2:22]([N:29]1[CH2:34][CH2:33][CH:32]([N:35]([CH3:36])[C:18](=[O:20])[CH2:17][O:16][C:12]2[N:13]=[C:14]([CH3:15])[C:9]([NH:8][C:6](=[O:7])[O:5][C:1]([CH3:2])([CH3:3])[CH3:4])=[C:10]([CH3:21])[N:11]=2)[CH2:31][CH2:30]1)[C:23]1[CH:24]=[CH:25][CH:26]=[CH:27][CH:28]=1. The catalyst class is: 10. (7) Reactant: Br[CH:2]([C:4]1[CH:9]=[CH:8][C:7]([CH2:10][N:11]2[CH:15]=[CH:14][CH:13]=[N:12]2)=[CH:6][CH:5]=1)[CH3:3].[Cl:16][C:17]1[C:22]([CH2:23][NH:24][C:25]2[C:26]3[C:27](=[N:31][NH:32][CH:33]=3)[N:28]=[CH:29][N:30]=2)=[C:21]([F:34])[C:20]([O:35][CH3:36])=[CH:19][CH:18]=1.C(=O)([O-])[O-].[K+].[K+]. Product: [N:11]1([CH2:10][C:7]2[CH:8]=[CH:9][C:4]([CH:2]([N:32]3[CH:33]=[C:26]4[C:27]([N:28]=[CH:29][N:30]=[C:25]4[NH:24][CH2:23][C:22]4[C:17]([Cl:16])=[CH:18][CH:19]=[C:20]([O:35][CH3:36])[C:21]=4[F:34])=[N:31]3)[CH3:3])=[CH:5][CH:6]=2)[CH:15]=[CH:14][CH:13]=[N:12]1.[N:11]1([CH2:10][C:7]2[CH:8]=[CH:9][C:4]([CH:2]([N:31]3[C:27]4=[N:28][CH:29]=[N:30][C:25]([NH:24][CH2:23][C:22]5[C:17]([Cl:16])=[CH:18][CH:19]=[C:20]([O:35][CH3:36])[C:21]=5[F:34])=[C:26]4[CH:33]=[N:32]3)[CH3:3])=[CH:5][CH:6]=2)[CH:15]=[CH:14][CH:13]=[N:12]1. The catalyst class is: 10. (8) Reactant: [C:1]([O:5][C:6]([N:8]1[CH2:12][CH2:11][C@H:10]([NH:13][C:14]2[CH:19]=[CH:18][C:17]([F:20])=[C:16]([Cl:21])[CH:15]=2)[CH2:9]1)=[O:7])([CH3:4])([CH3:3])[CH3:2].Br[CH2:23][CH2:24][CH2:25][Cl:26].C(=O)([O-])[O-].[K+].[K+].O. Product: [C:1]([O:5][C:6]([N:8]1[CH2:12][CH2:11][C@H:10]([N:13]([C:14]2[CH:19]=[CH:18][C:17]([F:20])=[C:16]([Cl:21])[CH:15]=2)[CH2:23][CH2:24][CH2:25][Cl:26])[CH2:9]1)=[O:7])([CH3:4])([CH3:2])[CH3:3]. The catalyst class is: 435.